Regression. Given a peptide amino acid sequence and an MHC pseudo amino acid sequence, predict their binding affinity value. This is MHC class II binding data. From a dataset of Peptide-MHC class II binding affinity with 134,281 pairs from IEDB. (1) The peptide sequence is IYVILTILTIIALVA. The MHC is DRB1_0101 with pseudo-sequence DRB1_0101. The binding affinity (normalized) is 0.449. (2) The peptide sequence is GKEFIRCLALPFRGY. The MHC is DRB4_0103 with pseudo-sequence DRB4_0103. The binding affinity (normalized) is 0.710.